Predict the product of the given reaction. From a dataset of Forward reaction prediction with 1.9M reactions from USPTO patents (1976-2016). (1) Given the reactants [Cl:1][C:2]1[CH:7]=[CH:6][N:5]=[CH:4][C:3]=1I.[C:9]1([C:15]#[CH:16])[CH:14]=[CH:13][CH:12]=[CH:11][CH:10]=1.C(N(CC)CC)C, predict the reaction product. The product is: [Cl:1][C:2]1[CH:7]=[CH:6][N:5]=[CH:4][C:3]=1[C:16]#[C:15][C:9]1[CH:14]=[CH:13][CH:12]=[CH:11][CH:10]=1. (2) Given the reactants [Br:1][C:2]1[CH:3]=[C:4]([CH:24]=[CH:25][C:26]=1[Cl:27])[C:5]([N:7]([CH3:23])[C:8]1[CH:13]=[CH:12][CH:11]=[CH:10][C:9]=1[O:14][CH2:15][CH2:16][CH2:17][C:18]1[NH:22][N:21]=[N:20][N:19]=1)=[O:6].[CH3:28][Si:29]([CH3:36])([CH3:35])[CH2:30][CH2:31][O:32][CH2:33]Cl.C([O-])([O-])=O.[K+].[K+], predict the reaction product. The product is: [Br:1][C:2]1[CH:3]=[C:4]([CH:24]=[CH:25][C:26]=1[Cl:27])[C:5]([N:7]([CH3:23])[C:8]1[CH:13]=[CH:12][CH:11]=[CH:10][C:9]=1[O:14][CH2:15][CH2:16][CH2:17][C:18]1[N:22]([CH2:33][O:32][CH2:31][CH2:30][Si:29]([CH3:36])([CH3:35])[CH3:28])[N:21]=[N:20][N:19]=1)=[O:6].[Br:1][C:2]1[CH:3]=[C:4]([CH:24]=[CH:25][C:26]=1[Cl:27])[C:5]([N:7]([CH3:23])[C:8]1[CH:13]=[CH:12][CH:11]=[CH:10][C:9]=1[O:14][CH2:15][CH2:16][CH2:17][C:18]1[NH:22][N:21]([CH2:33][O:32][CH2:31][CH2:30][Si:29]([CH3:36])([CH3:35])[CH3:28])[NH:20][N:19]=1)=[O:6]. (3) Given the reactants [C:1]1([C@@H:7]([CH2:9][OH:10])[NH2:8])[CH:6]=[CH:5][CH:4]=[CH:3][CH:2]=1.[C:11](OCC)(=[O:15])[C:12]([CH3:14])=O, predict the reaction product. The product is: [CH3:14][C:12]1[C:11](=[O:15])[O:10][CH2:9][C@H:7]([C:1]2[CH:6]=[CH:5][CH:4]=[CH:3][CH:2]=2)[N:8]=1. (4) Given the reactants [NH3:1].C[O:3][C:4](=O)[C:5]1[CH:10]=[CH:9][CH:8]=[C:7]([Br:11])[C:6]=1[CH2:12]Br, predict the reaction product. The product is: [Br:11][C:7]1[CH:8]=[CH:9][CH:10]=[C:5]2[C:6]=1[CH2:12][NH:1][C:4]2=[O:3].